The task is: Predict the product of the given reaction.. This data is from Forward reaction prediction with 1.9M reactions from USPTO patents (1976-2016). (1) Given the reactants [BH4-].[Na+].[C:3]([C:5]1[CH:6]=[C:7]([CH:34]=[CH:35][C:36]=1[C:37]([F:40])([F:39])[F:38])[O:8][C:9]1[CH:14]=[CH:13][C:12]([N:15]2[C:23]3[C:18](=[CH:19][CH:20]=[CH:21][CH:22]=3)[C:17]([C:24](=[O:33])[C:25]([NH:27][CH2:28][C@H:29]([OH:32])[CH2:30][OH:31])=[O:26])=[CH:16]2)=[CH:11][CH:10]=1)#[N:4], predict the reaction product. The product is: [C:3]([C:5]1[CH:6]=[C:7]([CH:34]=[CH:35][C:36]=1[C:37]([F:40])([F:39])[F:38])[O:8][C:9]1[CH:10]=[CH:11][C:12]([N:15]2[C:23]3[C:18](=[CH:19][CH:20]=[CH:21][CH:22]=3)[C:17]([CH:24]([OH:33])[C:25]([NH:27][CH2:28][C@H:29]([OH:32])[CH2:30][OH:31])=[O:26])=[CH:16]2)=[CH:13][CH:14]=1)#[N:4]. (2) Given the reactants [NH:1]1[C:9]2[C:4](=[CH:5][CH:6]=[CH:7][CH:8]=2)[C:3]2([CH2:13][O:12][C:11]3[CH:14]=[C:15]4[C:19](=[CH:20][C:10]2=3)[CH2:18][CH2:17][O:16]4)[C:2]1=[O:21].CC1C2C=C3C4(C5C(=CC=CC=5)NC4=O)COC3=CC=2ON=1.Br[CH2:45][C:46]1[O:47][C:48]2[C:54]([F:55])=[CH:53][CH:52]=[CH:51][C:49]=2[CH:50]=1.BrCC1OC(C(F)(F)F)=CC=1, predict the reaction product. The product is: [F:55][C:54]1[C:48]2[O:47][C:46]([CH2:45][N:1]3[C:9]4[C:4](=[CH:5][CH:6]=[CH:7][CH:8]=4)[C:3]4([CH2:13][O:12][C:11]5[CH:14]=[C:15]6[C:19](=[CH:20][C:10]4=5)[CH2:18][CH2:17][O:16]6)[C:2]3=[O:21])=[CH:50][C:49]=2[CH:51]=[CH:52][CH:53]=1. (3) Given the reactants Cl[C:2]1[C:11]2[C:6](=[CH:7][CH:8]=[C:9]([O:12][C@H:13]3[CH2:17][CH2:16][N:15](C(OC(C)(C)C)=O)[CH2:14]3)[CH:10]=2)[N:5]=[CH:4][N:3]=1.[Cl:25][C:26]1[CH:27]=[C:28]([CH:30]=[CH:31][C:32]=1[O:33][CH2:34][C:35]1[CH:40]=[CH:39][CH:38]=[CH:37][N:36]=1)[NH2:29], predict the reaction product. The product is: [Cl:25][C:26]1[CH:27]=[C:28]([NH:29][C:2]2[C:11]3[C:6](=[CH:7][CH:8]=[C:9]([O:12][C@H:13]4[CH2:17][CH2:16][NH:15][CH2:14]4)[CH:10]=3)[N:5]=[CH:4][N:3]=2)[CH:30]=[CH:31][C:32]=1[O:33][CH2:34][C:35]1[CH:40]=[CH:39][CH:38]=[CH:37][N:36]=1. (4) Given the reactants [CH3:1][O:2][C:3]1[CH:8]=[CH:7][CH:6]=[C:5]([NH2:9])[CH:4]=1.[C:10](OC(=O)C)(=[O:12])[CH3:11], predict the reaction product. The product is: [CH3:11][C:10]([NH:9][C:5]1[CH:6]=[CH:7][CH:8]=[C:3]([O:2][CH3:1])[CH:4]=1)=[O:12]. (5) Given the reactants [CH:1]([C:4]1[N:5]=[C:6]([C:9]2[CH:18]=[C:17]([O:19][CH2:20][CH2:21][C@@H:22]3[NH:36][C:35](=[O:37])[N:34]([CH3:38])[CH2:33][CH2:32][CH2:31][CH2:30][CH:29]=[CH:28][C@H:27]4[C@@:25]([C:39]([OH:41])=O)([CH2:26]4)[NH:24][C:23]3=[O:42])[C:16]3[C:11](=[C:12]([F:45])[C:13]([O:43][CH3:44])=[CH:14][CH:15]=3)[N:10]=2)[S:7][CH:8]=1)([CH3:3])[CH3:2].[CH:46]1([S:49]([NH-:52])(=[O:51])=[O:50])[CH2:48][CH2:47]1, predict the reaction product. The product is: [CH:1]([C:4]1[N:5]=[C:6]([C:9]2[CH:18]=[C:17]([O:19][CH2:20][CH2:21][C@@H:22]3[NH:36][C:35](=[O:37])[N:34]([CH3:38])[CH2:33][CH2:32][CH2:31][CH2:30][CH:29]=[CH:28][C@H:27]4[C@@:25]([C:39]([NH:52][S:49]([CH:46]5[CH2:48][CH2:47]5)(=[O:51])=[O:50])=[O:41])([CH2:26]4)[NH:24][C:23]3=[O:42])[C:16]3[C:11](=[C:12]([F:45])[C:13]([O:43][CH3:44])=[CH:14][CH:15]=3)[N:10]=2)[S:7][CH:8]=1)([CH3:3])[CH3:2]. (6) Given the reactants C(N(CC)CC)C.C(Cl)Cl.[O:11]([CH2:19][CH2:20][CH2:21][CH2:22]/[CH:23]=[C:24](\[CH3:27])/[CH2:25][OH:26])[Si:12]([C:15]([CH3:18])([CH3:17])[CH3:16])([CH3:14])[CH3:13], predict the reaction product. The product is: [O:11]([CH2:19][CH2:20][CH2:21][CH2:22]/[CH:23]=[C:24](\[CH3:27])/[CH:25]=[O:26])[Si:12]([C:15]([CH3:17])([CH3:18])[CH3:16])([CH3:14])[CH3:13]. (7) Given the reactants [BrH:1].C(O)(=O)C.N[C:7]1[N:15]=[CH:14][C:13]2[NH:12][C:11]3[N:16]=[CH:17][C:18]([Br:20])=[CH:19][C:10]=3[C:9]=2[CH:8]=1.BrBr.N([O-])=O.[Na+].O, predict the reaction product. The product is: [Br:20][C:18]1[CH:17]=[N:16][C:11]2[NH:12][C:13]3[CH:14]=[N:15][C:7]([Br:1])=[CH:8][C:9]=3[C:10]=2[CH:19]=1.